This data is from Catalyst prediction with 721,799 reactions and 888 catalyst types from USPTO. The task is: Predict which catalyst facilitates the given reaction. Reactant: [OH:1][C@H:2]1[CH2:19][CH2:18][C@@:17]2([CH3:20])[C@@H:4]([CH2:5][CH2:6][C@:7]3([CH3:36])[C@@H:16]2[CH2:15][CH2:14][C@H:13]2[C@@:8]3([CH3:35])[CH2:9][CH2:10][C@@:11]3([C:27]([N:29]4[CH2:34][CH2:33][CH2:32][CH2:31][CH2:30]4)=[O:28])[CH2:23][CH2:22][C@@H:21]([C:24]([CH3:26])=[CH2:25])[C@@H:12]32)[C:3]1([CH3:38])[CH3:37].[CH2:39]([Zn]CC)C.ICI. Product: [OH:1][C@H:2]1[CH2:19][CH2:18][C@@:17]2([CH3:20])[C@@H:4]([CH2:5][CH2:6][C@:7]3([CH3:36])[C@@H:16]2[CH2:15][CH2:14][C@H:13]2[C@@:8]3([CH3:35])[CH2:9][CH2:10][C@@:11]3([C:27]([N:29]4[CH2:34][CH2:33][CH2:32][CH2:31][CH2:30]4)=[O:28])[CH2:23][CH2:22][C@@H:21]([C:24]4([CH3:39])[CH2:26][CH2:25]4)[C@@H:12]32)[C:3]1([CH3:38])[CH3:37]. The catalyst class is: 635.